Dataset: Reaction yield outcomes from USPTO patents with 853,638 reactions. Task: Predict the reaction yield, written as a fraction of the theoretical maximum amount of product (1.0 means a 100% yield; for example, 0.34 means a 34% yield). (1) The reactants are [CH3:1][O:2][C:3]1[CH:4]=[C:5]2[C:9](=[CH:10][CH:11]=1)[NH:8][C:7]([C:12]([OH:14])=O)=[CH:6]2.Cl.[CH3:16][NH:17][O:18][CH3:19].CCN=C=NCCCN(C)C.ON1C2C=CC=CC=2N=N1.C(N(CC)CC)C.C(O)(=O)CC(CC(O)=O)(C(O)=O)O. The catalyst is CN(C)C=O.C(OCC)(=O)C. The product is [CH3:19][O:18][N:17]([CH3:16])[C:12]([C:7]1[NH:8][C:9]2[C:5]([CH:6]=1)=[CH:4][C:3]([O:2][CH3:1])=[CH:11][CH:10]=2)=[O:14]. The yield is 0.700. (2) The reactants are Cl.[Cl:2][C:3]1[N:4]=[C:5]([Cl:13])[C:6]2[CH2:12][NH:11][CH2:10][CH2:9][C:7]=2[N:8]=1.C(N(CC)CC)C.[CH2:21]([N:23]=[C:24]=[O:25])[CH3:22]. The catalyst is C(OCC)(=O)C.O. The product is [Cl:2][C:3]1[N:4]=[C:5]([Cl:13])[C:6]2[CH2:12][N:11]([C:24]([NH:23][CH2:21][CH3:22])=[O:25])[CH2:10][CH2:9][C:7]=2[N:8]=1. The yield is 1.00.